Task: Predict which catalyst facilitates the given reaction.. Dataset: Catalyst prediction with 721,799 reactions and 888 catalyst types from USPTO (1) Reactant: [CH2:1]([O:3][C:4]1[C:8]([CH2:9][CH2:10][CH2:11][O:12][C:13]2[CH:18]=[CH:17][C:16]([CH2:19][CH2:20][C:21]([O:23]CC)=[O:22])=[CH:15][C:14]=2[OH:26])=[CH:7][N:6]([C:27]2[CH:32]=[CH:31][C:30]([C:33]([F:36])([F:35])[F:34])=[CH:29][N:28]=2)[N:5]=1)[CH3:2].C(=O)([O-])[O-].[K+].[K+].I[CH2:44][CH3:45].CN(C)C=O. Product: [CH2:44]([O:26][C:14]1[CH:15]=[C:16]([CH2:19][CH2:20][C:21]([OH:23])=[O:22])[CH:17]=[CH:18][C:13]=1[O:12][CH2:11][CH2:10][CH2:9][C:8]1[C:4]([O:3][CH2:1][CH3:2])=[N:5][N:6]([C:27]2[CH:32]=[CH:31][C:30]([C:33]([F:34])([F:36])[F:35])=[CH:29][N:28]=2)[CH:7]=1)[CH3:45]. The catalyst class is: 6. (2) The catalyst class is: 6. Product: [CH2:6]1[CH:7]2[CH:8]([CH2:13][CH2:4][CH2:11][CH2:2]2)[CH2:9][CH2:10][CH2:12]1. Reactant: Cl[CH2:2]Cl.[CH:4]12[CH2:13][CH:8]3[CH2:9][CH:10]([CH2:12][CH:6]([CH2:7]3)C1)[CH2:11]2.[H][H]. (3) Reactant: [N:1]1[CH:6]=[CH:5][C:4]([C:7]2[CH:8]=[C:9]([C:13]3[O:14][C:15]4[C:21]([C:22]([O:24]C)=O)=[CH:20][CH:19]=[CH:18][C:16]=4[N:17]=3)[CH:10]=[CH:11][CH:12]=2)=[CH:3][CH:2]=1.[NH3:26]. Product: [N:1]1[CH:2]=[CH:3][C:4]([C:7]2[CH:8]=[C:9]([C:13]3[O:14][C:15]4[C:21]([C:22]([NH2:26])=[O:24])=[CH:20][CH:19]=[CH:18][C:16]=4[N:17]=3)[CH:10]=[CH:11][CH:12]=2)=[CH:5][CH:6]=1. The catalyst class is: 5.